This data is from Full USPTO retrosynthesis dataset with 1.9M reactions from patents (1976-2016). The task is: Predict the reactants needed to synthesize the given product. Given the product [C:1]([O:5][C:6](=[O:20])[NH:7][CH2:8][CH2:9][N:10]1[C:18]2[C:17]([NH:25][C:24]3[CH:26]=[CH:27][C:28]([O:29][C:30]4[CH:35]=[CH:34][CH:33]=[C:32]([O:36][CH2:37][C:38]([F:39])([F:40])[F:41])[CH:31]=4)=[C:22]([CH3:21])[CH:23]=3)=[N:16][CH:15]=[N:14][C:13]=2[CH:12]=[CH:11]1)([CH3:4])([CH3:3])[CH3:2], predict the reactants needed to synthesize it. The reactants are: [C:1]([O:5][C:6](=[O:20])[NH:7][CH2:8][CH2:9][N:10]1[C:18]2[C:17](Cl)=[N:16][CH:15]=[N:14][C:13]=2[CH:12]=[CH:11]1)([CH3:4])([CH3:3])[CH3:2].[CH3:21][C:22]1[CH:23]=[C:24]([CH:26]=[CH:27][C:28]=1[O:29][C:30]1[CH:35]=[CH:34][CH:33]=[C:32]([O:36][CH2:37][C:38]([F:41])([F:40])[F:39])[CH:31]=1)[NH2:25].